From a dataset of Reaction yield outcomes from USPTO patents with 853,638 reactions. Predict the reaction yield, written as a fraction of the theoretical maximum amount of product (1.0 means a 100% yield; for example, 0.34 means a 34% yield). (1) The reactants are [CH2:1]([CH:11]([CH2:24][CH2:25][CH2:26]/[CH:27]=[CH:28]\[CH2:29][CH2:30][CH2:31][CH2:32][CH3:33])[CH:12]([OH:23])[CH2:13][CH2:14][CH2:15]/[CH:16]=[CH:17]\[CH2:18][CH2:19][CH2:20][CH2:21][CH3:22])[CH2:2][CH2:3]/[CH:4]=[CH:5]\[CH2:6][CH2:7][CH2:8][CH2:9][CH3:10].[Br:34][CH2:35][CH2:36][CH2:37][CH2:38][CH2:39][C:40](O)=[O:41].CCN=C=NCCCN(C)C.Cl.C(N(C(C)C)CC)(C)C. The catalyst is ClCCl.CN(C1C=CC=CN=1)C. The product is [Br:34][CH2:35][CH2:36][CH2:37][CH2:38][CH2:39][C:40]([O:23][CH:12]([CH:11]([CH2:1][CH2:2][CH2:3]/[CH:4]=[CH:5]\[CH2:6][CH2:7][CH2:8][CH2:9][CH3:10])[CH2:24][CH2:25][CH2:26]/[CH:27]=[CH:28]\[CH2:29][CH2:30][CH2:31][CH2:32][CH3:33])[CH2:13][CH2:14][CH2:15]/[CH:16]=[CH:17]\[CH2:18][CH2:19][CH2:20][CH2:21][CH3:22])=[O:41]. The yield is 0.940. (2) The reactants are Br[C:2]1[CH:3]=[C:4]([NH:10][C:11]2[CH:15]=[C:14]([CH3:16])[N:13]([CH3:17])[N:12]=2)[C:5](=[O:9])[N:6]([CH3:8])[CH:7]=1.[C:18]([O:21][CH2:22][C:23]1[C:24]([N:32]2[CH2:43][CH2:42][N:41]3[C:34](=[CH:35][C:36]4[CH2:37][C:38]([CH3:45])([CH3:44])[CH2:39][C:40]=43)[C:33]2=[O:46])=[N:25][CH:26]=[CH:27][C:28]=1B(O)O)(=[O:20])[CH3:19].[O-]P([O-])([O-])=O.[K+].[K+].[K+].C([O-])(=O)C.[Na+]. The catalyst is C1C=CC(P(C2C=CC=CC=2)[C-]2C=CC=C2)=CC=1.C1C=CC(P(C2C=CC=CC=2)[C-]2C=CC=C2)=CC=1.Cl[Pd]Cl.[Fe+2].O.C(#N)C. The product is [C:18]([O:21][CH2:22][C:23]1[C:24]([N:32]2[CH2:43][CH2:42][N:41]3[C:34](=[CH:35][C:36]4[CH2:37][C:38]([CH3:45])([CH3:44])[CH2:39][C:40]=43)[C:33]2=[O:46])=[N:25][CH:26]=[CH:27][C:28]=1[C:2]1[CH:3]=[C:4]([NH:10][C:11]2[CH:15]=[C:14]([CH3:16])[N:13]([CH3:17])[N:12]=2)[C:5](=[O:9])[N:6]([CH3:8])[CH:7]=1)(=[O:20])[CH3:19]. The yield is 0.420.